This data is from Reaction yield outcomes from USPTO patents with 853,638 reactions. The task is: Predict the reaction yield, written as a fraction of the theoretical maximum amount of product (1.0 means a 100% yield; for example, 0.34 means a 34% yield). (1) The reactants are [CH2:1]([C:3]([NH:8][C:9]1[S:10][C:11]2[CH2:21][CH2:20][C:19]3[C:14](=[CH:15][CH:16]=[C:17]([C:22]#[N:23])[CH:18]=3)[C:12]=2[N:13]=1)([CH2:6][OH:7])[CH2:4][CH3:5])[CH3:2].C(N(C(C)C)CC)(C)C.Cl[C:34](Cl)([O:36]C(=O)OC(Cl)(Cl)Cl)Cl. The catalyst is C(Cl)Cl. The product is [CH2:1]([C:3]1([CH2:4][CH3:5])[CH2:6][O:7][C:34](=[O:36])[N:8]1[C:9]1[S:10][C:11]2[CH2:21][CH2:20][C:19]3[C:14](=[CH:15][CH:16]=[C:17]([C:22]#[N:23])[CH:18]=3)[C:12]=2[N:13]=1)[CH3:2]. The yield is 0.730. (2) The reactants are [F:1][C:2]([F:15])([F:14])[S:3]([O:6]S(C(F)(F)F)(=O)=O)(=[O:5])=[O:4].O[C:17]1[CH:18]=[C:19]([C:29]([O:31][CH2:32][CH3:33])=[O:30])[C:20]2[CH:25]=[N:24][N:23]([CH:26]([CH3:28])[CH3:27])[C:21]=2[N:22]=1.N1C=CC=CC=1.C([O-])(O)=O.[Na+]. The catalyst is C(Cl)Cl. The product is [CH:26]([N:23]1[C:21]2[N:22]=[C:17]([O:6][S:3]([C:2]([F:15])([F:14])[F:1])(=[O:5])=[O:4])[CH:18]=[C:19]([C:29]([O:31][CH2:32][CH3:33])=[O:30])[C:20]=2[CH:25]=[N:24]1)([CH3:28])[CH3:27]. The yield is 0.778.